From a dataset of Full USPTO retrosynthesis dataset with 1.9M reactions from patents (1976-2016). Predict the reactants needed to synthesize the given product. Given the product [CH3:27][O:28][C:29]([NH:31][C:32]1[NH:1][C:2]2[C:7]([N:8]=1)=[N:6][CH:5]=[C:4]([C:9]1[CH:10]=[CH:11][C:12]3[O:18][CH2:17][CH2:16][N:15]([C:19]([O:21][C:22]([CH3:23])([CH3:25])[CH3:24])=[O:20])[CH2:14][C:13]=3[CH:26]=1)[CH:3]=2)=[O:30], predict the reactants needed to synthesize it. The reactants are: [NH2:1][C:2]1[CH:3]=[C:4]([C:9]2[CH:10]=[CH:11][C:12]3[O:18][CH2:17][CH2:16][N:15]([C:19]([O:21][C:22]([CH3:25])([CH3:24])[CH3:23])=[O:20])[CH2:14][C:13]=3[CH:26]=2)[CH:5]=[N:6][C:7]=1[NH2:8].[CH3:27][O:28][C:29]([NH:31][C:32](=NC(OC)=O)SC)=[O:30].